From a dataset of Forward reaction prediction with 1.9M reactions from USPTO patents (1976-2016). Predict the product of the given reaction. (1) Given the reactants [NH:1]1[CH2:6][CH2:5][CH2:4][CH2:3][CH2:2]1.CCCCCCC.C([O:16][C:17](=O)[CH2:18][C:19]1[N:20]=[C:21]([NH:24][C:25]2[CH:30]=[CH:29][C:28]([N:31]3[CH:35]=[C:34]([CH3:36])[N:33]=[CH:32]3)=[C:27]([O:37][CH3:38])[CH:26]=2)[S:22][CH:23]=1)C.O, predict the reaction product. The product is: [CH3:38][O:37][C:27]1[CH:26]=[C:25]([NH:24][C:21]2[S:22][CH:23]=[C:19]([CH2:18][C:17]([N:1]3[CH2:6][CH2:5][CH2:4][CH2:3][CH2:2]3)=[O:16])[N:20]=2)[CH:30]=[CH:29][C:28]=1[N:31]1[CH:35]=[C:34]([CH3:36])[N:33]=[CH:32]1. (2) Given the reactants [C:1]1([CH2:7][C:8]([NH:10][C@@H:11]2[C:39](=[O:40])[N:13]3[C:14]([C:23]([O:25][CH:26]([C:33]4[CH:38]=[CH:37][CH:36]=[CH:35][CH:34]=4)[C:27]4[CH:32]=[CH:31][CH:30]=[CH:29][CH:28]=4)=[O:24])=[C:15](OS(C)(=O)=O)[CH2:16][S:17][C@H:12]23)=[O:9])[CH:6]=[CH:5][CH:4]=[CH:3][CH:2]=1.C[O-].[Na+].CO.[N:46]1[CH:51]=[CH:50][C:49]([C:52]2[N:53]=[C:54]([SH:57])[S:55][CH:56]=2)=[CH:48][CH:47]=1.C(O)(=O)C, predict the reaction product. The product is: [C:1]1([CH2:7][C:8]([NH:10][C@@H:11]2[C:39](=[O:40])[N:13]3[C:14]([C:23]([O:25][CH:26]([C:27]4[CH:28]=[CH:29][CH:30]=[CH:31][CH:32]=4)[C:33]4[CH:34]=[CH:35][CH:36]=[CH:37][CH:38]=4)=[O:24])=[C:15]([S:57][C:54]4[S:55][CH:56]=[C:52]([C:49]5[CH:50]=[CH:51][N:46]=[CH:47][CH:48]=5)[N:53]=4)[CH2:16][S:17][C@H:12]23)=[O:9])[CH:6]=[CH:5][CH:4]=[CH:3][CH:2]=1. (3) Given the reactants [CH:1]1[CH2:5][CH:4]=[CH:3][CH:2]=1.[CH3:6]O.N1[CH2:12][CH2:11][CH2:10][CH2:9]1.[C:13](O)(=O)[CH3:14], predict the reaction product. The product is: [CH:9]1([C:2]2[C:1](=[CH2:6])[CH:5]=[CH:4][CH:3]=2)[CH2:14][CH2:13][CH2:12][CH2:11][CH2:10]1. (4) Given the reactants [CH2:1]([O:8][C:9]1[CH:14]=[CH:13][C:12]([C:15]2[NH:29][C:18]3=[N:19][C:20]([CH:23]4[CH2:28][CH2:27][NH:26][CH2:25][CH2:24]4)=[CH:21][CH:22]=[C:17]3[N:16]=2)=[CH:11][CH:10]=1)[C:2]1[CH:7]=[CH:6][CH:5]=[CH:4][CH:3]=1.CCN(C(C)C)C(C)C.[CH:39]1([S:42](Cl)(=[O:44])=[O:43])[CH2:41][CH2:40]1.O, predict the reaction product. The product is: [CH2:1]([O:8][C:9]1[CH:14]=[CH:13][C:12]([C:15]2[NH:29][C:18]3=[N:19][C:20]([CH:23]4[CH2:28][CH2:27][N:26]([S:42]([CH:39]5[CH2:41][CH2:40]5)(=[O:44])=[O:43])[CH2:25][CH2:24]4)=[CH:21][CH:22]=[C:17]3[N:16]=2)=[CH:11][CH:10]=1)[C:2]1[CH:3]=[CH:4][CH:5]=[CH:6][CH:7]=1. (5) Given the reactants [Br:1][C:2]1[C:3](=[O:19])[NH:4][N:5]=[CH:6][C:7]=1[NH:8][C@@H:9]1[CH2:14][C@@H:13]2[CH2:15][C@@H:11]([C:12]2([CH3:17])[CH3:16])[C@H:10]1[CH3:18].Cl.Cl[CH2:22][CH2:23][CH2:24][CH2:25][C:26]1[CH:31]=[CH:30][N:29]=[CH:28][CH:27]=1.C(=O)([O-])[O-].[K+].[K+].C(OCC)(=O)C, predict the reaction product. The product is: [Br:1][C:2]1[C:3](=[O:19])[N:4]([CH2:22][CH2:23][CH2:24][CH2:25][C:26]2[CH:31]=[CH:30][N:29]=[CH:28][CH:27]=2)[N:5]=[CH:6][C:7]=1[NH:8][C@@H:9]1[CH2:14][C@@H:13]2[CH2:15][C@@H:11]([C:12]2([CH3:16])[CH3:17])[C@H:10]1[CH3:18].